Task: Predict the reaction yield, written as a fraction of the theoretical maximum amount of product (1.0 means a 100% yield; for example, 0.34 means a 34% yield).. Dataset: Reaction yield outcomes from USPTO patents with 853,638 reactions (1) The reactants are [C:9](O[C:9]([O:11][C:12]([CH3:15])([CH3:14])[CH3:13])=[O:10])([O:11][C:12]([CH3:15])([CH3:14])[CH3:13])=[O:10].C(N(CC)CC)C.[CH3:23][O:24][C:25]([C:27]1[C:35]2[C:34](=[O:36])[CH2:33][CH2:32][CH2:31][C:30]=2[NH:29][CH:28]=1)=[O:26].C([O-])(O)=O.[Na+]. The catalyst is CN(C)C1C=CN=CC=1.ClCCl. The product is [CH3:23][O:24][C:25]([C:27]1[C:35]2[C:34](=[O:36])[CH2:33][CH2:32][CH2:31][C:30]=2[N:29]([C:9]([O:11][C:12]([CH3:13])([CH3:14])[CH3:15])=[O:10])[CH:28]=1)=[O:26]. The yield is 0.890. (2) The reactants are Br[CH2:2][CH2:3][O:4][C:5]1[C:10]([O:11][CH2:12][CH2:13][CH2:14][C:15]2[CH:20]=[CH:19][CH:18]=[CH:17][CH:16]=2)=[C:9]([O:21][CH3:22])[C:8]([Cl:23])=[C:7]([CH3:24])[C:6]=1[C:25](=[O:27])[CH3:26].Cl.[F:29][C:30]1([F:35])[CH2:34][CH2:33][NH:32][CH2:31]1. No catalyst specified. The product is [Cl:23][C:8]1[C:7]([CH3:24])=[C:6]([C:25](=[O:27])[CH3:26])[C:5]([O:4][CH2:3][CH2:2][N:32]2[CH2:33][CH2:34][C:30]([F:35])([F:29])[CH2:31]2)=[C:10]([O:11][CH2:12][CH2:13][CH2:14][C:15]2[CH:20]=[CH:19][CH:18]=[CH:17][CH:16]=2)[C:9]=1[O:21][CH3:22]. The yield is 0.160. (3) The yield is 0.330. The product is [C:5]([Si:9]([C:38]1[CH:39]=[CH:40][CH:41]=[CH:42][CH:43]=1)([C:44]1[CH:49]=[CH:48][CH:47]=[CH:46][CH:45]=1)[O:10][CH2:11][C:12]([C:15]1[CH:19]=[C:18]([NH:20][C:21](=[O:37])[C:22]([S:25]([CH2:28][CH:29]2[CH2:34][CH2:33][CH:32]([OH:35])[CH2:31][CH2:30]2)(=[O:27])=[O:26])([CH3:24])[CH3:23])[O:17][N:16]=1)([CH3:14])[CH3:13])([CH3:6])([CH3:7])[CH3:8]. The catalyst is C(S)C. The reactants are [Br-].[Br-].[Br-].[Al+3].[C:5]([Si:9]([C:44]1[CH:49]=[CH:48][CH:47]=[CH:46][CH:45]=1)([C:38]1[CH:43]=[CH:42][CH:41]=[CH:40][CH:39]=1)[O:10][CH2:11][C:12]([C:15]1[CH:19]=[C:18]([NH:20][C:21](=[O:37])[C:22]([S:25]([CH2:28][CH:29]2[CH2:34][CH2:33][CH:32]([O:35]C)[CH2:31][CH2:30]2)(=[O:27])=[O:26])([CH3:24])[CH3:23])[O:17][N:16]=1)([CH3:14])[CH3:13])([CH3:8])([CH3:7])[CH3:6]. (4) The reactants are [Br:1][C:2]1[S:3][CH:4]=[C:5]([CH:7]=O)[N:6]=1.[NH2:9][OH:10]. The catalyst is CCO. The product is [Br:1][C:2]1[S:3][CH:4]=[C:5]([CH:7]=[N:9][OH:10])[N:6]=1. The yield is 0.970.